Dataset: Catalyst prediction with 721,799 reactions and 888 catalyst types from USPTO. Task: Predict which catalyst facilitates the given reaction. (1) Reactant: [C:1]([C:3]([C:6]1[CH:7]=[C:8]([CH:12]=[CH:13][CH:14]=1)[C:9]([OH:11])=O)([CH3:5])[CH3:4])#[N:2].[F:15][C:16]1[CH:22]=[CH:21][C:19]([NH2:20])=[CH:18][C:17]=1[N+:23]([O-:25])=[O:24].CN(C(ON1N=NC2C=CC=NC1=2)=[N+](C)C)C.F[P-](F)(F)(F)(F)F.CCN(C(C)C)C(C)C. Product: [C:1]([C:3]([C:6]1[CH:7]=[C:8]([CH:12]=[CH:13][CH:14]=1)[C:9]([NH:20][C:19]1[CH:21]=[CH:22][C:16]([F:15])=[C:17]([N+:23]([O-:25])=[O:24])[CH:18]=1)=[O:11])([CH3:4])[CH3:5])#[N:2]. The catalyst class is: 3. (2) Reactant: N#N.[F:3][C:4]([F:15])([CH2:12][CH:13]=[CH2:14])[C:5]([N:7]1[CH2:11][CH2:10][CH2:9][CH2:8]1)=O.B.C1C[O:20]CC1. Product: [F:3][C:4]([F:15])([CH2:5][N:7]1[CH2:11][CH2:10][CH2:9][CH2:8]1)[CH2:12][CH:13]([OH:20])[CH3:14].[F:3][C:4]([F:15])([CH2:5][N:7]1[CH2:11][CH2:10][CH2:9][CH2:8]1)[CH2:12][CH2:13][CH2:14][OH:20]. The catalyst class is: 1. (3) Reactant: [CH3:1][C:2]([O:5][C:6]([N:8]1[CH2:11][CH2:10][C@H:9]1[C:12]([OH:14])=O)=[O:7])([CH3:4])[CH3:3].CN(C(ON1N=NC2C=CC=NC1=2)=[N+](C)C)C.F[P-](F)(F)(F)(F)F.CCN(C(C)C)C(C)C.FC(F)(F)C(O)=O.[NH2:55][C@@H:56]([CH2:63][CH3:64])/[CH:57]=[CH:58]/[C:59]([O:61][CH3:62])=[O:60]. Product: [CH2:63]([C@H:56]([NH:55][C:12]([C@@H:9]1[CH2:10][CH2:11][N:8]1[C:6]([O:5][C:2]([CH3:1])([CH3:3])[CH3:4])=[O:7])=[O:14])/[CH:57]=[CH:58]/[C:59]([O:61][CH3:62])=[O:60])[CH3:64]. The catalyst class is: 606. (4) Reactant: [Cl:1][C:2]1[CH:3]=[C:4]([C:8]2[C:13]([O:14][CH3:15])=[CH:12][CH:11]=[C:10]([CH2:16][C:17]3[CH:18]=[CH:19][C:20]([N:23]4[CH2:26][CH2:25][C@@H:24]4[C:27](O)=[O:28])=[N:21][CH:22]=3)[C:9]=2[F:30])[CH:5]=[CH:6][CH:7]=1.C([N:34](CC)C(C)C)(C)C.C(OC(Cl)=O)C(C)C.[OH-].[NH4+]. Product: [Cl:1][C:2]1[CH:3]=[C:4]([C:8]2[C:13]([O:14][CH3:15])=[CH:12][CH:11]=[C:10]([CH2:16][C:17]3[CH:18]=[CH:19][C:20]([N:23]4[CH2:26][CH2:25][C@@H:24]4[C:27]([NH2:34])=[O:28])=[N:21][CH:22]=3)[C:9]=2[F:30])[CH:5]=[CH:6][CH:7]=1. The catalyst class is: 20. (5) Reactant: [F:1][C:2]1[CH:7]=[CH:6][C:5]([C:8]2[CH:13]=[CH:12][N:11]=[C:10]([NH:14][C:15]3[CH:20]=[CH:19][CH:18]=[C:17]([N+:21]([O-])=O)[CH:16]=3)[CH:9]=2)=[C:4]([O:24][CH3:25])[CH:3]=1. Product: [F:1][C:2]1[CH:7]=[CH:6][C:5]([C:8]2[CH:13]=[CH:12][N:11]=[C:10]([NH:14][C:15]3[CH:20]=[CH:19][CH:18]=[C:17]([NH2:21])[CH:16]=3)[CH:9]=2)=[C:4]([O:24][CH3:25])[CH:3]=1. The catalyst class is: 358.